Task: Regression. Given a peptide amino acid sequence and an MHC pseudo amino acid sequence, predict their binding affinity value. This is MHC class II binding data.. Dataset: Peptide-MHC class II binding affinity with 134,281 pairs from IEDB (1) The peptide sequence is YDMFLANVSTVLTGK. The MHC is DRB1_0401 with pseudo-sequence DRB1_0401. The binding affinity (normalized) is 0.614. (2) The peptide sequence is RPLWIIFSGNMNIKL. The MHC is HLA-DQA10401-DQB10402 with pseudo-sequence HLA-DQA10401-DQB10402. The binding affinity (normalized) is 0.120. (3) The peptide sequence is KSLFFLDEPLKSVPL. The MHC is H-2-IAb with pseudo-sequence H-2-IAb. The binding affinity (normalized) is 0.369. (4) The peptide sequence is EKKYFANTQFEPLAA. The MHC is HLA-DPA10103-DPB10601 with pseudo-sequence HLA-DPA10103-DPB10601. The binding affinity (normalized) is 1.000.